From a dataset of Catalyst prediction with 721,799 reactions and 888 catalyst types from USPTO. Predict which catalyst facilitates the given reaction. Reactant: [Cl:1][C:2]1[CH:10]=[C:9]([C:11](=[O:24])[NH:12][CH2:13][C:14]2[NH:15][C:16]3[CH:22]=[C:21]([Cl:23])[CH:20]=[CH:19][C:17]=3[N:18]=2)[CH:8]=[CH:7][C:3]=1[C:4]([OH:6])=O.CN(C(ON1N=NC2C=CC=CC1=2)=[N+](C)C)C.[B-](F)(F)(F)F.C(N(C(C)C)CC)(C)C.[CH3:56][N:57]1[CH2:62][CH2:61][NH:60][CH2:59][C:58]1=[O:63].ClCl. Product: [Cl:1][C:2]1[CH:10]=[C:9]([CH:8]=[CH:7][C:3]=1[C:4]([N:60]1[CH2:61][CH2:62][N:57]([CH3:56])[C:58](=[O:63])[CH2:59]1)=[O:6])[C:11]([NH:12][CH2:13][C:14]1[NH:18][C:17]2[CH:19]=[CH:20][C:21]([Cl:23])=[CH:22][C:16]=2[N:15]=1)=[O:24]. The catalyst class is: 9.